This data is from Full USPTO retrosynthesis dataset with 1.9M reactions from patents (1976-2016). The task is: Predict the reactants needed to synthesize the given product. (1) The reactants are: [C:1]12([C:11]3[CH:30]=[CH:29][C:14]([O:15][CH2:16][C:17]4NC5C=CC(C(O)=O)=CC=5N=4)=[CH:13][CH:12]=3)[CH2:10][CH:5]3[CH2:6][CH:7]([CH2:9][CH:3]([CH2:4]3)[CH2:2]1)[CH2:8]2.N1(CCCN)C=CN=C1.CN(C(O[N:48]1N=[N:55][C:50]2[CH:51]=[CH:52][CH:53]=[CH:54][C:49]1=2)=[N+](C)C)C.F[P-](F)(F)(F)(F)F.C[CH2:65][N:66]([CH:70](C)C)[CH:67]([CH3:69])C.C[N:74]([CH:76]=[O:77])C. Given the product [CH3:70][N:66]([CH3:65])[CH2:67][CH2:69][NH:74][C:76]([C:53]1[CH:52]=[CH:51][C:50]2[NH:55][C:17]([CH2:16][O:15][C:14]3[CH:13]=[CH:12][C:11]([C:1]45[CH2:10][CH:5]6[CH2:6][CH:7]([CH2:9][CH:3]([CH2:4]6)[CH2:2]4)[CH2:8]5)=[CH:30][CH:29]=3)=[N:48][C:49]=2[CH:54]=1)=[O:77], predict the reactants needed to synthesize it. (2) The reactants are: Br[C:2]1[C:11]2[C:6](=[CH:7][CH:8]=[CH:9][CH:10]=2)[CH:5]=[N:4][C:3]=1[N:12]([CH2:27][C:28]1[CH:33]=[CH:32][C:31]([O:34][C:35]([F:38])([F:37])[F:36])=[CH:30][CH:29]=1)[S:13]([C:16]1[CH:26]=[CH:25][C:19]([C:20]([O:22][CH2:23][CH3:24])=[O:21])=[CH:18][CH:17]=1)(=[O:15])=[O:14].[CH:39]1(B(O)O)[CH2:41][CH2:40]1.C1(P(C2CCCCC2)C2CCCCC2)CCCCC1.P([O-])([O-])([O-])=O.[K+].[K+].[K+]. Given the product [CH:39]1([C:2]2[C:11]3[C:6](=[CH:7][CH:8]=[CH:9][CH:10]=3)[CH:5]=[N:4][C:3]=2[N:12]([CH2:27][C:28]2[CH:33]=[CH:32][C:31]([O:34][C:35]([F:38])([F:37])[F:36])=[CH:30][CH:29]=2)[S:13]([C:16]2[CH:26]=[CH:25][C:19]([C:20]([O:22][CH2:23][CH3:24])=[O:21])=[CH:18][CH:17]=2)(=[O:15])=[O:14])[CH2:41][CH2:40]1, predict the reactants needed to synthesize it. (3) Given the product [N:20]1([C:11]2[N:12]=[C:13]([NH2:14])[N:8]3[N:7]=[C:6]([C:2]4[O:1][CH:5]=[CH:4][CH:3]=4)[CH:19]=[C:9]3[N:10]=2)[CH2:26][CH2:25][CH2:24][NH:23][CH2:22][CH2:21]1, predict the reactants needed to synthesize it. The reactants are: [O:1]1[CH:5]=[CH:4][CH:3]=[C:2]1[C:6]1[CH:19]=[C:9]2[N:10]=[C:11](S(C)(=O)=O)[N:12]=[C:13]([NH2:14])[N:8]2[N:7]=1.[NH:20]1[CH2:26][CH2:25][CH2:24][NH:23][CH2:22][CH2:21]1. (4) Given the product [ClH:33].[CH3:1][C:2]1[CH:11]=[C:10]([N:12]2[CH2:16][CH2:15][CH:14]([C:17]3[CH:22]=[CH:21][CH:20]=[CH:19][CH:18]=3)[CH2:13]2)[C:9]2[C:4](=[CH:5][CH:6]=[C:7]([NH:23][S:30]([C:24]3[CH:29]=[CH:28][CH:27]=[CH:26][CH:25]=3)(=[O:32])=[O:31])[CH:8]=2)[N:3]=1, predict the reactants needed to synthesize it. The reactants are: [CH3:1][C:2]1[CH:11]=[C:10]([N:12]2[CH2:16][CH2:15][CH:14]([C:17]3[CH:22]=[CH:21][CH:20]=[CH:19][CH:18]=3)[CH2:13]2)[C:9]2[C:4](=[CH:5][CH:6]=[C:7]([NH2:23])[CH:8]=2)[N:3]=1.[C:24]1([S:30]([Cl:33])(=[O:32])=[O:31])[CH:29]=[CH:28][CH:27]=[CH:26][CH:25]=1.N1C=CC=CC=1. (5) Given the product [CH3:39][C:38]([N:15]1[CH2:16][CH2:17][CH:12]([CH2:11][C:10]2[N:2]([CH3:1])[C:3]3[C:8]([N:9]=2)=[C:7]([N:18]2[CH2:19][CH2:20][O:21][CH2:22][CH2:23]2)[N:6]=[C:5]([N:24]2[C:28]4[CH:29]=[CH:30][CH:31]=[CH:32][C:27]=4[N:26]=[C:25]2[CH3:33])[N:4]=3)[CH2:13][CH2:14]1)([CH3:40])[C:37]([O:36][CH2:34][CH3:35])=[O:42], predict the reactants needed to synthesize it. The reactants are: [CH3:1][N:2]1[C:10]([CH2:11][CH:12]2[CH2:17][CH2:16][NH:15][CH2:14][CH2:13]2)=[N:9][C:8]2[C:3]1=[N:4][C:5]([N:24]1[C:28]3[CH:29]=[CH:30][CH:31]=[CH:32][C:27]=3[N:26]=[C:25]1[CH3:33])=[N:6][C:7]=2[N:18]1[CH2:23][CH2:22][O:21][CH2:20][CH2:19]1.[CH2:34]([O:36][C:37](=[O:42])[C:38](Br)([CH3:40])[CH3:39])[CH3:35].